Dataset: NCI-60 drug combinations with 297,098 pairs across 59 cell lines. Task: Regression. Given two drug SMILES strings and cell line genomic features, predict the synergy score measuring deviation from expected non-interaction effect. (1) Drug 1: C1=CC(=CC=C1CC(C(=O)O)N)N(CCCl)CCCl.Cl. Drug 2: CCC1(C2=C(COC1=O)C(=O)N3CC4=CC5=C(C=CC(=C5CN(C)C)O)N=C4C3=C2)O.Cl. Cell line: RXF 393. Synergy scores: CSS=14.8, Synergy_ZIP=-5.83, Synergy_Bliss=-2.46, Synergy_Loewe=-3.83, Synergy_HSA=-1.66. (2) Drug 1: CC1=C(C=C(C=C1)C(=O)NC2=CC(=CC(=C2)C(F)(F)F)N3C=C(N=C3)C)NC4=NC=CC(=N4)C5=CN=CC=C5. Drug 2: CCC1(CC2CC(C3=C(CCN(C2)C1)C4=CC=CC=C4N3)(C5=C(C=C6C(=C5)C78CCN9C7C(C=CC9)(C(C(C8N6C)(C(=O)OC)O)OC(=O)C)CC)OC)C(=O)OC)O.OS(=O)(=O)O. Cell line: OVCAR-4. Synergy scores: CSS=0.600, Synergy_ZIP=0.665, Synergy_Bliss=2.17, Synergy_Loewe=0.721, Synergy_HSA=-0.186. (3) Drug 1: CC1=C(C(CCC1)(C)C)C=CC(=CC=CC(=CC(=O)O)C)C. Drug 2: C(=O)(N)NO. Cell line: K-562. Synergy scores: CSS=14.8, Synergy_ZIP=-0.203, Synergy_Bliss=-3.62, Synergy_Loewe=1.08, Synergy_HSA=1.08. (4) Drug 1: CN1C2=C(C=C(C=C2)N(CCCl)CCCl)N=C1CCCC(=O)O.Cl. Drug 2: CC1=C(C=C(C=C1)C(=O)NC2=CC(=CC(=C2)C(F)(F)F)N3C=C(N=C3)C)NC4=NC=CC(=N4)C5=CN=CC=C5. Cell line: U251. Synergy scores: CSS=4.29, Synergy_ZIP=-5.63, Synergy_Bliss=-7.60, Synergy_Loewe=-4.59, Synergy_HSA=-4.48. (5) Drug 1: C1CCC(C1)C(CC#N)N2C=C(C=N2)C3=C4C=CNC4=NC=N3. Drug 2: CC1=C(C(CCC1)(C)C)C=CC(=CC=CC(=CC(=O)O)C)C. Cell line: M14. Synergy scores: CSS=-10.2, Synergy_ZIP=5.43, Synergy_Bliss=2.53, Synergy_Loewe=-5.58, Synergy_HSA=-7.34. (6) Drug 1: CC1C(C(CC(O1)OC2CC(CC3=C2C(=C4C(=C3O)C(=O)C5=C(C4=O)C(=CC=C5)OC)O)(C(=O)C)O)N)O.Cl. Drug 2: CC1=CC2C(CCC3(C2CCC3(C(=O)C)OC(=O)C)C)C4(C1=CC(=O)CC4)C. Cell line: HCC-2998. Synergy scores: CSS=22.2, Synergy_ZIP=3.03, Synergy_Bliss=7.73, Synergy_Loewe=-14.7, Synergy_HSA=4.96.